Dataset: NCI-60 drug combinations with 297,098 pairs across 59 cell lines. Task: Regression. Given two drug SMILES strings and cell line genomic features, predict the synergy score measuring deviation from expected non-interaction effect. (1) Drug 1: CN1CCC(CC1)COC2=C(C=C3C(=C2)N=CN=C3NC4=C(C=C(C=C4)Br)F)OC. Drug 2: CC12CCC3C(C1CCC2OP(=O)(O)O)CCC4=C3C=CC(=C4)OC(=O)N(CCCl)CCCl.[Na+]. Cell line: MOLT-4. Synergy scores: CSS=3.38, Synergy_ZIP=-0.0782, Synergy_Bliss=-1.88, Synergy_Loewe=-8.44, Synergy_HSA=-2.42. (2) Drug 1: C1CCN(CC1)CCOC2=CC=C(C=C2)C(=O)C3=C(SC4=C3C=CC(=C4)O)C5=CC=C(C=C5)O. Drug 2: C1=CC(=CC=C1CC(C(=O)O)N)N(CCCl)CCCl.Cl. Cell line: OVCAR-5. Synergy scores: CSS=2.17, Synergy_ZIP=0.208, Synergy_Bliss=1.93, Synergy_Loewe=-4.27, Synergy_HSA=-3.29.